Dataset: Full USPTO retrosynthesis dataset with 1.9M reactions from patents (1976-2016). Task: Predict the reactants needed to synthesize the given product. (1) Given the product [OH:2][C:3]1[CH:25]=[C:24]([OH:26])[CH:23]=[CH:22][C:4]=1[C:5]([N:7]1[C:16]2[C:11](=[CH:12][CH:13]=[C:14]([F:17])[CH:15]=2)[N:10]([CH3:18])[C:9](=[O:19])[C@H:8]1[CH2:20][CH3:21])=[O:6], predict the reactants needed to synthesize it. The reactants are: C[O:2][C:3]1[CH:25]=[C:24]([O:26]C)[CH:23]=[CH:22][C:4]=1[C:5]([N:7]1[C:16]2[C:11](=[CH:12][CH:13]=[C:14]([F:17])[CH:15]=2)[N:10]([CH3:18])[C:9](=[O:19])[C@H:8]1[CH2:20][CH3:21])=[O:6].C([C@H]1N(C(=O)C2C=CC(O)=CC=2)C2C(=CC(F)=CC=2)N(C)C1=O)C. (2) Given the product [C:16]([NH:15][C:13]1[S:14][C:10]([CH2:9][CH2:8][C:5]2[CH:6]=[CH:7][C:2]([NH:1][CH:27]([NH:28][C:29](=[O:30])[O:31][C:32]([CH3:35])([CH3:34])[CH3:33])[NH:26][C:24](=[O:25])[O:23][C:19]([CH3:22])([CH3:21])[CH3:20])=[CH:3][CH:4]=2)=[CH:11][N:12]=1)(=[O:18])[CH3:17], predict the reactants needed to synthesize it. The reactants are: [NH2:1][C:2]1[CH:7]=[CH:6][C:5]([CH2:8][CH2:9][C:10]2[S:14][C:13]([NH:15][C:16](=[O:18])[CH3:17])=[N:12][CH:11]=2)=[CH:4][CH:3]=1.[C:19]([O:23][C:24]([NH:26][C:27](N1C=CC=N1)=[N:28][C:29]([O:31][C:32]([CH3:35])([CH3:34])[CH3:33])=[O:30])=[O:25])([CH3:22])([CH3:21])[CH3:20].CN(C)C=O. (3) The reactants are: [Br:1][C:2]1[CH:3]=[C:4]([C:9](=[O:19])[CH2:10][C:11]2[CH:16]=[CH:15][CH:14]=[C:13]([Cl:17])[C:12]=2[Cl:18])[C:5]([Cl:8])=[N:6][CH:7]=1.[CH3:20][N:21]([CH:23](OC)OC)[CH3:22]. Given the product [Br:1][C:2]1[CH:3]=[C:4]([C:9](=[O:19])[C:10]([C:11]2[CH:16]=[CH:15][CH:14]=[C:13]([Cl:17])[C:12]=2[Cl:18])=[CH:20][N:21]([CH3:23])[CH3:22])[C:5]([Cl:8])=[N:6][CH:7]=1, predict the reactants needed to synthesize it. (4) Given the product [N+:1]([C:4]1[S:8][C:7]([S:9]([N:12]2[CH2:17][CH2:16][N:15]([C:46]3[CH:48]=[CH:31][C:30]([C:33]([OH:42])([C:38]([F:41])([F:40])[F:39])[C:34]([F:37])([F:36])[F:35])=[CH:29][CH:47]=3)[C@@H:14]([CH2:18][N:19]3[CH2:24][CH2:23][O:22][CH2:21][C@@H:20]3[CH3:25])[CH2:13]2)(=[O:10])=[O:11])=[CH:6][CH:5]=1)([O-:3])=[O:2], predict the reactants needed to synthesize it. The reactants are: [N+:1]([C:4]1[S:8][C:7]([S:9]([N:12]2[CH2:17][CH2:16][NH:15][C@@H:14]([CH2:18][N:19]3[CH2:24][CH2:23][O:22][CH2:21][C@@H:20]3[CH3:25])[CH2:13]2)(=[O:11])=[O:10])=[CH:6][CH:5]=1)([O-:3])=[O:2].ClC1N=[CH:31][C:30]([C:33]([OH:42])([C:38]([F:41])([F:40])[F:39])[C:34]([F:37])([F:36])[F:35])=[CH:29]N=1.CCN(C(C)C)[CH:46]([CH3:48])[CH3:47]. (5) Given the product [NH2:30][C:2]1[C:11]2[N:12]=[C:13]([CH:27]([CH3:26])[OH:29])[N:14]([CH2:15][CH:16]([CH3:17])[CH3:18])[C:10]=2[C:9]2[CH:8]=[CH:7][CH:6]=[CH:5][C:4]=2[N:3]=1, predict the reactants needed to synthesize it. The reactants are: Cl[C:2]1[C:11]2[N:12]=[CH:13][N:14]([CH:15](C)[CH:16]([CH3:18])[CH3:17])[C:10]=2[C:9]2[CH:8]=[CH:7][CH:6]=[CH:5][C:4]=2[N:3]=1.CC1[C:26]([C:27]([OH:29])=O)=CC=CC=1.[NH3:30]. (6) Given the product [O:26]1[CH:30]=[CH:29][CH:28]=[C:27]1/[CH:31]=[C:32](\[C:38]1[CH:39]=[CH:40][N:41]=[CH:42][CH:43]=1)/[C:33](=[O:35])[CH3:4], predict the reactants needed to synthesize it. The reactants are: C[Mg]Br.[CH2:4](OCC)C.C[Si]([N-][Si](C)(C)C)(C)C.[Li+].C(=O)=O.CC(C)=O.[O:26]1[CH:30]=[CH:29][CH:28]=[C:27]1/[CH:31]=[C:32](\[C:38]1[CH:43]=[CH:42][N:41]=[CH:40][CH:39]=1)/[C:33]([O:35]CC)=O. (7) Given the product [CH3:22][C:17]1([CH3:23])[C:18]([CH3:21])([CH3:20])[O:19][B:15]([C:2]2[CH:3]=[CH:4][C:5]3[NH:6][C:7]4[C:12]([C:13]=3[CH:14]=2)=[CH:11][CH:10]=[CH:9][CH:8]=4)[O:16]1, predict the reactants needed to synthesize it. The reactants are: Br[C:2]1[CH:3]=[CH:4][C:5]2[NH:6][C:7]3[C:12]([C:13]=2[CH:14]=1)=[CH:11][CH:10]=[CH:9][CH:8]=3.[B:15]1([B:15]2[O:19][C:18]([CH3:21])([CH3:20])[C:17]([CH3:23])([CH3:22])[O:16]2)[O:19][C:18]([CH3:21])([CH3:20])[C:17]([CH3:23])([CH3:22])[O:16]1.CC([O-])=O.[K+].N. (8) The reactants are: [F:1][C:2](I)([F:7])[C:3]([F:6])([F:5])[F:4].[Br:9][C:10]1[CH:15]=[CH:14][C:13]([I:16])=[CH:12][CH:11]=1. Given the product [Br:9][C:10]1[CH:15]=[CH:14][C:13]([C:2]([F:7])([F:1])[C:3]([F:6])([F:5])[F:4])=[CH:12][CH:11]=1.[I:16][C:13]1[CH:14]=[CH:15][C:10]([C:2]([F:7])([F:1])[C:3]([F:6])([F:5])[F:4])=[CH:11][CH:12]=1, predict the reactants needed to synthesize it. (9) The reactants are: [CH3:1][C:2]([Si:5]([CH3:30])([CH3:29])[O:6][CH2:7][C:8]1[CH:13]=[CH:12][C:11]([C:14]2[CH:19]=[C:18]([O:20][CH3:21])[CH:17]=[CH:16][C:15]=2[F:22])=[C:10]([CH:23](O)[C:24]([CH3:27])([CH3:26])[CH3:25])[CH:9]=1)([CH3:4])[CH3:3].CS([Cl:35])(=O)=O. Given the product [Cl:35][CH:23]([C:10]1[CH:9]=[C:8]([CH2:7][O:6][Si:5]([C:2]([CH3:4])([CH3:3])[CH3:1])([CH3:30])[CH3:29])[CH:13]=[CH:12][C:11]=1[C:14]1[CH:19]=[C:18]([O:20][CH3:21])[CH:17]=[CH:16][C:15]=1[F:22])[C:24]([CH3:27])([CH3:26])[CH3:25], predict the reactants needed to synthesize it. (10) Given the product [CH2:33]([O:32][CH:19]([O:18][CH2:16][CH3:17])[CH2:20][CH2:21][CH2:22][NH:23][C:13]([N:10]1[CH2:11][CH2:12][N:7]([C:1]2[CH:6]=[CH:5][CH:4]=[CH:3][CH:2]=2)[CH2:8][CH2:9]1)=[O:14])[CH3:34], predict the reactants needed to synthesize it. The reactants are: [C:1]1([N:7]2[CH2:12][CH2:11][N:10]([C:13](Cl)=[O:14])[CH2:9][CH2:8]2)[CH:6]=[CH:5][CH:4]=[CH:3][CH:2]=1.[CH2:16]([O:18][CH:19]([O:32][CH2:33][CH3:34])[CH2:20][CH2:21][CH2:22][NH:23]C(C1CCCCC1)=O)[CH3:17].